This data is from Full USPTO retrosynthesis dataset with 1.9M reactions from patents (1976-2016). The task is: Predict the reactants needed to synthesize the given product. Given the product [CH3:8][N:9]([O:10][CH3:11])[C:17](=[O:18])[C:16]1[CH:20]=[CH:21][CH:22]=[C:14]([O:13][CH3:12])[CH:15]=1, predict the reactants needed to synthesize it. The reactants are: N1C=CC=CC=1.Cl.[CH3:8][NH:9][O:10][CH3:11].[CH3:12][O:13][C:14]1[CH:15]=[C:16]([CH:20]=[CH:21][CH:22]=1)[C:17](Cl)=[O:18].O.